This data is from Full USPTO retrosynthesis dataset with 1.9M reactions from patents (1976-2016). The task is: Predict the reactants needed to synthesize the given product. (1) The reactants are: [CH2:1]([NH2:4])[CH2:2][CH3:3].[NH:5]1[C:13]2[C:8](=[CH:9][C:10]([NH:14][C:15]3[C:16]4[S:23][C:22]([C:24]5[CH:31]=[CH:30][C:27]([CH:28]=O)=[CH:26][CH:25]=5)=[CH:21][C:17]=4[N:18]=[CH:19][N:20]=3)=[CH:11][CH:12]=2)[CH:7]=[CH:6]1. Given the product [NH:5]1[C:13]2[C:8](=[CH:9][C:10]([NH:14][C:15]3[C:16]4[S:23][C:22]([C:24]5[CH:31]=[CH:30][C:27]([CH2:28][NH:4][CH2:1][CH2:2][CH3:3])=[CH:26][CH:25]=5)=[CH:21][C:17]=4[N:18]=[CH:19][N:20]=3)=[CH:11][CH:12]=2)[CH:7]=[CH:6]1, predict the reactants needed to synthesize it. (2) Given the product [Br:1][C:2]1[CH:3]=[C:4]([C:8]2[C:12]([C:13]3[CH:18]=[CH:17][N:16]=[CH:15][CH:14]=3)=[CH:11][N:10]([CH2:31][C:30]3[CH:33]=[CH:34][C:27]([O:26][CH3:25])=[CH:28][CH:29]=3)[N:9]=2)[CH:5]=[CH:6][CH:7]=1, predict the reactants needed to synthesize it. The reactants are: [Br:1][C:2]1[CH:3]=[C:4]([C:8]2[C:12]([C:13]3[CH:18]=[CH:17][N:16]=[CH:15][CH:14]=3)=[CH:11][NH:10][N:9]=2)[CH:5]=[CH:6][CH:7]=1.C(=O)([O-])[O-].[Cs+].[Cs+].[CH3:25][O:26][C:27]1[CH:34]=[CH:33][C:30]([CH2:31]Cl)=[CH:29][CH:28]=1. (3) Given the product [F:18][B-:17]([F:21])([F:20])[F:19].[I:1][C:2]1[CH:8]=[C:7]([I:9])[C:6]([O:10][CH3:11])=[CH:5][C:3]=1[N+:4]#[N:12], predict the reactants needed to synthesize it. The reactants are: [I:1][C:2]1[CH:8]=[C:7]([I:9])[C:6]([O:10][CH3:11])=[CH:5][C:3]=1[NH2:4].[N:12]([O-])=O.[Na+].[H+].[B-:17]([F:21])([F:20])([F:19])[F:18]. (4) Given the product [C:1]([N:8]1[CH2:13][CH2:12][N:11]([C:14]2[CH:19]=[CH:18][CH:17]=[CH:16][C:15]=2[NH:20][S:30]([CH2:28][CH3:29])(=[O:32])=[O:31])[CH2:10][CH2:9]1)([O:3][C:4]([CH3:7])([CH3:6])[CH3:5])=[O:2], predict the reactants needed to synthesize it. The reactants are: [C:1]([N:8]1[CH2:13][CH2:12][N:11]([C:14]2[CH:19]=[CH:18][CH:17]=[CH:16][C:15]=2[NH2:20])[CH2:10][CH2:9]1)([O:3][C:4]([CH3:7])([CH3:6])[CH3:5])=[O:2].C(N(CC)CC)C.[CH2:28]([S:30](Cl)(=[O:32])=[O:31])[CH3:29]. (5) Given the product [OH:15][CH2:14][C:13]1[CH:12]=[C:11]([C:8]([OH:7])([CH3:9])[CH3:10])[CH:19]=[CH:18][CH:17]=1, predict the reactants needed to synthesize it. The reactants are: [H-].[Al+3].[Li+].[H-].[H-].[H-].[OH:7][C:8]([C:11]1[CH:12]=[C:13]([CH:17]=[CH:18][CH:19]=1)[C:14](O)=[O:15])([CH3:10])[CH3:9].Cl. (6) Given the product [CH3:39][C:40]([CH3:47])([CH3:46])/[C:41](/[O:34][CH2:33][C:32]([O:36][CH2:37][CH3:38])=[O:35])=[CH:42]/[C:43]#[N:44], predict the reactants needed to synthesize it. The reactants are: C1(P(C2C=CC=CC=2)C2C=CC=CC=2)C=CC=CC=1.N(C(OCC)=O)=NC(OCC)=O.[C:32]([O:36][CH2:37][CH3:38])(=[O:35])[CH2:33][OH:34].[CH3:39][C:40]([CH3:47])([CH3:46])[C:41](=O)[CH2:42][C:43]#[N:44]. (7) Given the product [Cl:17][C:14]1[CH:15]=[CH:16][C:8]2[CH2:7][CH2:6][NH:5][CH2:11][C@@H:10]([CH3:12])[C:9]=2[C:13]=1[F:18], predict the reactants needed to synthesize it. The reactants are: FC(F)(F)C([N:5]1[CH2:11][C@@H:10]([CH3:12])[C:9]2[C:13]([F:18])=[C:14]([Cl:17])[CH:15]=[CH:16][C:8]=2[CH2:7][CH2:6]1)=O.[OH-].[Na+]. (8) Given the product [Cl:1][C:13]1[C:14]2[C:19](=[CH:18][CH:17]=[CH:16][C:15]=2[CH2:20][N:21]2[C:27](=[O:28])[C@@H:26]([NH:29][C:30](=[O:42])[C@@H:31]([N:33]([CH3:41])[C:34](=[O:40])[O:35][C:36]([CH3:39])([CH3:38])[CH3:37])[CH3:32])[CH2:25][O:24][C:23]3[CH:43]=[CH:44][CH:45]=[CH:46][C:22]2=3)[N:11]([CH2:9][CH3:10])[CH:12]=1, predict the reactants needed to synthesize it. The reactants are: [Cl:1]N1C(=O)CCC1=O.[CH2:9]([N:11]1[C:19]2[C:14](=[C:15]([CH2:20][N:21]3[C:27](=[O:28])[C@@H:26]([NH:29][C:30](=[O:42])[C@@H:31]([N:33]([CH3:41])[C:34](=[O:40])[O:35][C:36]([CH3:39])([CH3:38])[CH3:37])[CH3:32])[CH2:25][O:24][C:23]4[CH:43]=[CH:44][CH:45]=[CH:46][C:22]3=4)[CH:16]=[CH:17][CH:18]=2)[CH:13]=[CH:12]1)[CH3:10].